This data is from hERG potassium channel inhibition data for cardiac toxicity prediction from Karim et al.. The task is: Regression/Classification. Given a drug SMILES string, predict its toxicity properties. Task type varies by dataset: regression for continuous values (e.g., LD50, hERG inhibition percentage) or binary classification for toxic/non-toxic outcomes (e.g., AMES mutagenicity, cardiotoxicity, hepatotoxicity). Dataset: herg_karim. (1) The drug is COc1ccc2ncc(F)c(C(C)(O)CC34CCC(NCc5ccc6c(n5)NC(=O)CO6)(CC3)CO4)c2n1. The result is 1 (blocker). (2) The compound is CCCC(=O)N[C@H]1CCc2ccc(CCN3CCN(c4nsc5ccccc45)CC3)cc21. The result is 1 (blocker). (3) The drug is CC(=O)N(c1ccccc1)c1nc(COC(=O)[C@H]2CC(=O)N(c3cccc4ccccc34)C2)cs1. The result is 0 (non-blocker). (4) The compound is COc1ccc([C@H]2CN(CCc3ccc(OC)c(OC)c3)C[C@@H]2CC(=O)NCc2cccc(Cl)c2)cc1. The result is 1 (blocker). (5) The compound is Cc1ncnc(C)c1C(=O)N1C[C@@H]2CN(CCC(c3cccc(F)c3)C3CCN(S(C)(=O)=O)CC3)C[C@@H]2C1. The result is 0 (non-blocker). (6) The drug is Cc1csc(Cn2c(C3CCCN(C4CCCCC4)C3)nc3ccccc32)n1. The result is 1 (blocker). (7) The compound is Cc1cccnc1CN1CCC2(CC1)C(=O)N(c1ccc(-c3ccc(C(=O)O)cc3)cc1)C(=O)N2c1cc(=O)[nH]cn1. The result is 0 (non-blocker). (8) The compound is Clc1ccccc1-c1ncccc1CC(c1cccnc1)c1cccnc1. The result is 0 (non-blocker).